From a dataset of Forward reaction prediction with 1.9M reactions from USPTO patents (1976-2016). Predict the product of the given reaction. (1) Given the reactants [Cl:1][C:2]1[S:6][C:5]([C:7]2[NH:8][C:9]3[C:14]([C:15]=2[CH:16]=O)=[CH:13][CH:12]=[CH:11][CH:10]=3)=[CH:4][CH:3]=1.[Cl:18][C:19]1[CH:24]=[CH:23][C:22]([S:25]([CH2:28][C:29]#[N:30])(=[O:27])=[O:26])=[CH:21][CH:20]=1, predict the reaction product. The product is: [Cl:18][C:19]1[CH:20]=[CH:21][C:22]([S:25]([C:28](=[CH:16][C:15]2[C:14]3[C:9](=[CH:10][CH:11]=[CH:12][CH:13]=3)[NH:8][C:7]=2[C:5]2[S:6][C:2]([Cl:1])=[CH:3][CH:4]=2)[C:29]#[N:30])(=[O:26])=[O:27])=[CH:23][CH:24]=1. (2) Given the reactants [Cl:1][C:2]1[C:7]([O:8][CH3:9])=[C:6]([Cl:10])[C:5]([F:11])=[CH:4][C:3]=1[N+:12]([O-])=O.[H][H], predict the reaction product. The product is: [Cl:1][C:2]1[C:7]([O:8][CH3:9])=[C:6]([Cl:10])[C:5]([F:11])=[CH:4][C:3]=1[NH2:12].